From a dataset of Reaction yield outcomes from USPTO patents with 853,638 reactions. Predict the reaction yield, written as a fraction of the theoretical maximum amount of product (1.0 means a 100% yield; for example, 0.34 means a 34% yield). (1) The yield is 0.730. The reactants are [CH:1]1([CH2:4][N:5]2[C:9]3[CH:10]=[CH:11][C:12]([S:14]([CH2:17][CH:18]4[CH2:23][CH2:22][N:21](C(OC(C)(C)C)=O)[CH2:20][CH2:19]4)(=[O:16])=[O:15])=[CH:13][C:8]=3[N:7]=[C:6]2[CH2:31][C:32]([CH3:35])([CH3:34])[CH3:33])[CH2:3][CH2:2]1.Cl[Si](C)(C)C. The catalyst is CO. The product is [CH:1]1([CH2:4][N:5]2[C:9]3[CH:10]=[CH:11][C:12]([S:14]([CH2:17][CH:18]4[CH2:19][CH2:20][NH:21][CH2:22][CH2:23]4)(=[O:15])=[O:16])=[CH:13][C:8]=3[N:7]=[C:6]2[CH2:31][C:32]([CH3:35])([CH3:34])[CH3:33])[CH2:2][CH2:3]1. (2) The reactants are CC1C(C2C3C(=CC(F)=CC=3)N(S(C3C=CC=CC=3)(=O)=O)C=2)=C(C)NN=1.[F:27][C:28]1[CH:36]=[C:35]2[C:31]([C:32]([C:37]3[CH:38]=[N:39][N:40]([CH:42]4[CH2:47][CH2:46][N:45]([C:48](=[O:59])[C@@H:49]([NH:51]C(=O)OC(C)(C)C)[CH3:50])[CH2:44][CH2:43]4)[CH:41]=3)=[CH:33][NH:34]2)=[CH:30][CH:29]=1. No catalyst specified. The product is [NH2:51][C@@H:49]([CH3:50])[C:48]([N:45]1[CH2:46][CH2:47][CH:42]([N:40]2[CH:41]=[C:37]([C:32]3[C:31]4[C:35](=[CH:36][C:28]([F:27])=[CH:29][CH:30]=4)[NH:34][CH:33]=3)[CH:38]=[N:39]2)[CH2:43][CH2:44]1)=[O:59]. The yield is 0.770. (3) The product is [F:1][C:2]1[CH:10]=[CH:9][C:8]([C:11]([F:14])([F:13])[F:12])=[CH:7][C:3]=1[C:4]([NH:23][C:21]1[CH:20]=[CH:19][N:18]=[C:17]([O:16][CH3:15])[CH:22]=1)=[O:5]. The catalyst is ClCCl. The yield is 0.970. The reactants are [F:1][C:2]1[CH:10]=[CH:9][C:8]([C:11]([F:14])([F:13])[F:12])=[CH:7][C:3]=1[C:4](Cl)=[O:5].[CH3:15][O:16][C:17]1[CH:22]=[C:21]([NH2:23])[CH:20]=[CH:19][N:18]=1.N1C=CC=CC=1.Cl. (4) The reactants are [CH3:1][CH:2]([C:6]1[CH:15]=[CH:14][C:9]([C:10]([O:12]C)=[O:11])=[CH:8][CH:7]=1)[CH2:3][CH2:4][CH3:5].O.[OH-].[Li+].O1CCCC1.CO. The catalyst is O. The product is [CH3:1][CH:2]([C:6]1[CH:7]=[CH:8][C:9]([C:10]([OH:12])=[O:11])=[CH:14][CH:15]=1)[CH2:3][CH2:4][CH3:5]. The yield is 0.820. (5) The reactants are [CH3:1][O:2][CH:3]1[CH2:7][CH2:6][NH:5][CH2:4]1.C[O:9][C:10]([C:12]1[C:16]([NH:17][C:18]([C:20]2[C:25]([NH:26][C:27]3[CH:28]=[N:29][CH:30]=[N:31][CH:32]=3)=[CH:24][CH:23]=[C:22]([CH:33]3[CH2:35][CH2:34]3)[N:21]=2)=[O:19])=[CH:15][N:14]([CH3:36])[N:13]=1)=O. No catalyst specified. The product is [CH3:1][O:2][CH:3]1[CH2:7][CH2:6][N:5]([C:10]([C:12]2[C:16]([NH:17][C:18]([C:20]3[C:25]([NH:26][C:27]4[CH:28]=[N:29][CH:30]=[N:31][CH:32]=4)=[CH:24][CH:23]=[C:22]([CH:33]4[CH2:35][CH2:34]4)[N:21]=3)=[O:19])=[CH:15][N:14]([CH3:36])[N:13]=2)=[O:9])[CH2:4]1. The yield is 0.230. (6) The reactants are Cl[C:2]1[C:7]([N+:8]([O-])=O)=[C:6]([NH:11][C:12]2[CH:17]=[N:16][CH:15]=[CH:14][N:13]=2)[CH:5]=[C:4]([CH3:18])[N:3]=1. The product is [CH3:18][C:4]1[N:3]=[CH:2][C:7]([NH2:8])=[C:6]([NH:11][C:12]2[CH:17]=[N:16][CH:15]=[CH:14][N:13]=2)[CH:5]=1. The catalyst is N.CO.C1COCC1.[OH-].[OH-].[Pd+2]. The yield is 0.420. (7) The catalyst is ClCCl. The reactants are CCl.[NH2:3][CH2:4][C:5](=[O:11])[CH2:6][CH2:7][C:8]([OH:10])=[O:9].[CH2:12](N(CC)CC)C.[C:19](Cl)(=[O:26])[C:20]1[CH:25]=[CH:24][CH:23]=[CH:22][CH:21]=1.O. The yield is 0.940. The product is [CH3:12][O:9][C:8](=[O:10])[CH2:7][CH2:6][C:5]([CH2:4][NH:3][C:19](=[O:26])[C:20]1[CH:25]=[CH:24][CH:23]=[CH:22][CH:21]=1)=[O:11]. (8) The reactants are C(OC(=O)[NH:7][C:8]1[CH:13]=[C:12]([Cl:14])[C:11]([C:15]2[S:16][C:17]3[C:18](Cl)=[N:19][CH:20]=[C:21]([F:24])[C:22]=3[N:23]=2)=[C:10]([Cl:26])[CH:9]=1)(C)(C)C.[Cl:28]C1[C:34]2S[C:36](C3C(Cl)=CC(I)=CC=3Cl)=[N:37][C:33]=2[C:32](F)=[CH:31][N:30]=1.C(=O)(OC(C)(C)C)[NH2:49].CC1(C)C2C(=C(P(C3C=CC=CC=3)C3C=CC=CC=3)C=CC=2)OC2C(P(C3C=CC=CC=3)C3C=CC=CC=3)=CC=CC1=2.[O-]P([O-])([O-])=O.[K+].[K+].[K+].[OH2:106]. The catalyst is C1(C)C=CC=CC=1.C1C=CC(/C=C/C(/C=C/C2C=CC=CC=2)=O)=CC=1.C1C=CC(/C=C/C(/C=C/C2C=CC=CC=2)=O)=CC=1.C1C=CC(/C=C/C(/C=C/C2C=CC=CC=2)=O)=CC=1.[Pd].[Pd]. The product is [ClH:14].[ClH:28].[NH2:7][C:8]1[CH:9]=[C:10]([Cl:26])[C:11]([C:15]2[S:16][C:17]3[C:18]([NH:49][C:31]4[N:30]=[CH:36][N:37]=[C:33]([CH2:34][OH:106])[CH:32]=4)=[N:19][CH:20]=[C:21]([F:24])[C:22]=3[N:23]=2)=[C:12]([Cl:14])[CH:13]=1. The yield is 0.540. (9) The yield is 0.870. The reactants are [CH:1]1([C@@H:7]([NH:31]C(=O)OC(C)(C)C)[C:8](=[O:30])[NH:9][C:10]2[CH:11]=[C:12]3[C:28](=[O:29])[NH:27][N:26]=[CH:25][C:14]4=[C:15]([C:19]5[CH:24]=[CH:23][CH:22]=[CH:21][CH:20]=5)[NH:16][C:17]([CH:18]=2)=[C:13]34)[CH2:6][CH2:5][CH2:4][CH2:3][CH2:2]1.Cl. The catalyst is O1CCOCC1. The product is [NH2:31][C@H:7]([CH:1]1[CH2:6][CH2:5][CH2:4][CH2:3][CH2:2]1)[C:8]([NH:9][C:10]1[CH:11]=[C:12]2[C:28](=[O:29])[NH:27][N:26]=[CH:25][C:14]3=[C:15]([C:19]4[CH:24]=[CH:23][CH:22]=[CH:21][CH:20]=4)[NH:16][C:17]([CH:18]=1)=[C:13]23)=[O:30]. (10) The reactants are OS(O)(=O)=O.[F:6][C:7]1[CH:13]=[CH:12][CH:11]=[CH:10][C:8]=1[NH2:9].[CH:14]([C:16]([CH3:18])=O)=[CH2:15]. The catalyst is C(OCC)(=O)C.O1CCOCC1. The yield is 0.410. The product is [F:6][C:7]1[CH:13]=[CH:12][CH:11]=[C:10]2[C:8]=1[N:9]=[CH:15][CH:14]=[C:16]2[CH3:18].